Dataset: Peptide-MHC class I binding affinity with 185,985 pairs from IEDB/IMGT. Task: Regression. Given a peptide amino acid sequence and an MHC pseudo amino acid sequence, predict their binding affinity value. This is MHC class I binding data. (1) The peptide sequence is VFSQEDCMI. The MHC is HLA-A26:01 with pseudo-sequence HLA-A26:01. The binding affinity (normalized) is 0. (2) The peptide sequence is WDIKDPSLL. The MHC is HLA-A24:02 with pseudo-sequence HLA-A24:02. The binding affinity (normalized) is 0. (3) The peptide sequence is QSDTVFDYY. The MHC is HLA-A01:01 with pseudo-sequence HLA-A01:01. The binding affinity (normalized) is 0.997. (4) The peptide sequence is SMRRSRPSGDL. The MHC is Mamu-B03 with pseudo-sequence Mamu-B03. The binding affinity (normalized) is 0.505. (5) The peptide sequence is NTYLFNILYK. The MHC is HLA-A11:01 with pseudo-sequence HLA-A11:01. The binding affinity (normalized) is 0.782. (6) The peptide sequence is SFYVYANGGR. The MHC is HLA-A68:01 with pseudo-sequence HLA-A68:01. The binding affinity (normalized) is 0.384.